This data is from Reaction yield outcomes from USPTO patents with 853,638 reactions. The task is: Predict the reaction yield, written as a fraction of the theoretical maximum amount of product (1.0 means a 100% yield; for example, 0.34 means a 34% yield). (1) The reactants are [C:1]([C:4]1[CH:28]=[CH:27][C:7]([O:8][CH2:9][C:10]2[CH:15]=[CH:14][C:13]([CH:16](O)[C:17]3[CH:18]=[C:19]([CH:23]=[CH:24][CH:25]=3)[C:20]([OH:22])=[O:21])=[CH:12][CH:11]=2)=[C:6]([CH3:29])[C:5]=1[OH:30])(=[O:3])[CH3:2].ClCCl.CN(S(F)(F)[F:38])C.Cl. The catalyst is [OH-].[Na+].O1CCCC1. The product is [C:1]([C:4]1[CH:28]=[CH:27][C:7]([O:8][CH2:9][C:10]2[CH:15]=[CH:14][C:13]([CH:16]([F:38])[C:17]3[CH:18]=[C:19]([CH:23]=[CH:24][CH:25]=3)[C:20]([OH:22])=[O:21])=[CH:12][CH:11]=2)=[C:6]([CH3:29])[C:5]=1[OH:30])(=[O:3])[CH3:2]. The yield is 0.700. (2) The reactants are O[Li].O.[N:4]1[CH:9]=[CH:8][CH:7]=[CH:6][C:5]=1[NH:10][CH2:11][CH2:12][CH2:13][O:14][C:15]1[CH:36]=[CH:35][C:18]2[CH2:19][C@H:20]([CH2:30][C:31]([O:33]C)=[O:32])[C:21](=[O:29])[N:22]([CH2:24][C:25]([F:28])([F:27])[F:26])[CH2:23][C:17]=2[CH:16]=1. The product is [O:29]=[C:21]1[C@@H:20]([CH2:30][C:31]([OH:33])=[O:32])[CH2:19][C:18]2[CH:35]=[CH:36][C:15]([O:14][CH2:13][CH2:12][CH2:11][NH:10][C:5]3[CH:6]=[CH:7][CH:8]=[CH:9][N:4]=3)=[CH:16][C:17]=2[CH2:23][N:22]1[CH2:24][C:25]([F:28])([F:26])[F:27]. The catalyst is C1COCC1.O. The yield is 0.620. (3) The yield is 0.700. The reactants are [NH:1]1[C:9]2[C:4](=[CH:5][CH:6]=[CH:7][CH:8]=2)[CH2:3][C:2]1=[O:10].[CH2:11](O)[CH2:12][OH:13]. The product is [OH:13][CH2:12][CH2:11][CH:3]1[C:4]2[C:9](=[CH:8][CH:7]=[CH:6][CH:5]=2)[NH:1][C:2]1=[O:10]. The catalyst is [Ni]. (4) The reactants are [F:1][C:2]([F:22])([F:21])[CH:3]1[CH2:7][CH2:6][N:5]([C:8]2[CH:17]=[C:16]3[C:11]([CH:12]=[CH:13][C:14]([C:18]([OH:20])=O)=[N:15]3)=[CH:10][CH:9]=2)[CH2:4]1.[NH2:23][C:24]1[CH:25]=[N:26][CH:27]=[CH:28][C:29]=1[N:30]1[CH2:35][C@H:34]([CH3:36])[C@@H:33]([O:37][Si:38]([C:41]([CH3:44])([CH3:43])[CH3:42])([CH3:40])[CH3:39])[C@H:32]([NH:45][C:46](=[O:52])[O:47][C:48]([CH3:51])([CH3:50])[CH3:49])[CH2:31]1.CN(C(ON1N=NC2C=CC=NC1=2)=[N+](C)C)C.F[P-](F)(F)(F)(F)F.CCN(C(C)C)C(C)C. The catalyst is C1COCC1.CN(C=O)C. The product is [Si:38]([O:37][C@@H:33]1[C@@H:34]([CH3:36])[CH2:35][N:30]([C:29]2[CH:28]=[CH:27][N:26]=[CH:25][C:24]=2[NH:23][C:18]([C:14]2[CH:13]=[CH:12][C:11]3[C:16](=[CH:17][C:8]([N:5]4[CH2:6][CH2:7][CH:3]([C:2]([F:1])([F:22])[F:21])[CH2:4]4)=[CH:9][CH:10]=3)[N:15]=2)=[O:20])[CH2:31][C@H:32]1[NH:45][C:46](=[O:52])[O:47][C:48]([CH3:51])([CH3:50])[CH3:49])([C:41]([CH3:42])([CH3:43])[CH3:44])([CH3:39])[CH3:40]. The yield is 0.170. (5) The reactants are Cl.[Cl:2][C:3]1[CH:4]=[C:5]([NH:18][C:19]2[C:28]3[C:23](=[CH:24][CH:25]=[C:26](I)[CH:27]=3)[N:22]=[CH:21][N:20]=2)[CH:6]=[CH:7][C:8]=1[O:9][CH2:10][C:11]1[CH:16]=[CH:15][CH:14]=[C:13]([F:17])[CH:12]=1.C(N(CC)CC)C.[CH3:37][O:38][N:39]([CH3:60])[C:40]([C:42]1[O:43][C:44]([Sn](CCCC)(CCCC)CCCC)=[CH:45][CH:46]=1)=[O:41]. The catalyst is COCCOC.Cl[Pd](Cl)([P](C1C=CC=CC=1)(C1C=CC=CC=1)C1C=CC=CC=1)[P](C1C=CC=CC=1)(C1C=CC=CC=1)C1C=CC=CC=1. The product is [CH3:37][O:38][N:39]([CH3:60])[C:40]([C:42]1[O:43][C:44]([C:26]2[CH:27]=[C:28]3[C:23](=[CH:24][CH:25]=2)[N:22]=[CH:21][N:20]=[C:19]3[NH:18][C:5]2[CH:6]=[CH:7][C:8]([O:9][CH2:10][C:11]3[CH:16]=[CH:15][CH:14]=[C:13]([F:17])[CH:12]=3)=[C:3]([Cl:2])[CH:4]=2)=[CH:45][CH:46]=1)=[O:41]. The yield is 0.770.